This data is from Catalyst prediction with 721,799 reactions and 888 catalyst types from USPTO. The task is: Predict which catalyst facilitates the given reaction. Reactant: [Cl-:1].[Li+].[OH:3][C:4]1[CH:9]=[C:8]([CH3:10])[N:7]([CH2:11][C:12]2[CH:17]=[CH:16][C:15]([O:18][CH3:19])=[CH:14][CH:13]=2)[C:6](=[O:20])[C:5]=1I. Product: [Cl:1][C:5]1[C:6](=[O:20])[N:7]([CH2:11][C:12]2[CH:17]=[CH:16][C:15]([O:18][CH3:19])=[CH:14][CH:13]=2)[C:8]([CH3:10])=[CH:9][C:4]=1[OH:3]. The catalyst class is: 18.